Task: Predict the reactants needed to synthesize the given product.. Dataset: Full USPTO retrosynthesis dataset with 1.9M reactions from patents (1976-2016) (1) Given the product [Cl:1][C:2]1[N:11]=[CH:10][C:9]2[C:4](=[CH:5][CH:6]=[C:7]([OH:12])[CH:8]=2)[N:3]=1, predict the reactants needed to synthesize it. The reactants are: [Cl:1][C:2]1[N:11]=[CH:10][C:9]2[C:4](=[CH:5][CH:6]=[C:7]([O:12]C)[CH:8]=2)[N:3]=1.B(Br)(Br)Br.COC. (2) Given the product [CH2:11]([C:10]1[C:3]2[C:2]([NH:27][CH:24]3[CH2:25][CH2:26][O:21][CH2:22][CH2:23]3)=[N:7][CH:6]=[N:5][C:4]=2[N:8]([C:14]2[CH:15]=[C:16]([CH3:20])[CH:17]=[CH:18][CH:19]=2)[CH:9]=1)[CH2:12][CH3:13], predict the reactants needed to synthesize it. The reactants are: Cl[C:2]1[C:3]2[C:10]([CH2:11][CH2:12][CH3:13])=[CH:9][N:8]([C:14]3[CH:15]=[C:16]([CH3:20])[CH:17]=[CH:18][CH:19]=3)[C:4]=2[N:5]=[CH:6][N:7]=1.[O:21]1[CH2:26][CH2:25][CH:24]([NH2:27])[CH2:23][CH2:22]1.CC([O-])=O.[Na+]. (3) Given the product [F:1][C:2]1[CH:17]=[CH:16][CH:15]=[C:14]([F:18])[C:3]=1[CH2:4][O:5][C:6]1[C:7]2[N:8]([C:20]([C:21]([O:23][CH2:24][CH3:25])=[O:22])=[C:26]([C:27]([F:28])([F:30])[F:29])[N:13]=2)[CH:9]=[C:10]([CH3:12])[CH:11]=1, predict the reactants needed to synthesize it. The reactants are: [F:1][C:2]1[CH:17]=[CH:16][CH:15]=[C:14]([F:18])[C:3]=1[CH2:4][O:5][C:6]1[C:7]([NH2:13])=[N:8][CH:9]=[C:10]([CH3:12])[CH:11]=1.Cl[CH:20]([C:26](=O)[C:27]([F:30])([F:29])[F:28])[C:21]([O:23][CH2:24][CH3:25])=[O:22].